From a dataset of Reaction yield outcomes from USPTO patents with 853,638 reactions. Predict the reaction yield, written as a fraction of the theoretical maximum amount of product (1.0 means a 100% yield; for example, 0.34 means a 34% yield). (1) The reactants are C(N(C(C)C)CC)(C)C.[C:10]([O:14][C:15](=[O:23])[NH:16][CH:17]1[CH2:22][CH2:21][NH:20][CH2:19][CH2:18]1)([CH3:13])([CH3:12])[CH3:11].[CH:24]1([C:27]([N:29]2[C:37]3[C:32](=[CH:33][C:34]([S:38](Cl)(=[O:40])=[O:39])=[CH:35][CH:36]=3)[CH2:31][CH2:30]2)=[O:28])[CH2:26][CH2:25]1. The catalyst is C(Cl)Cl. The product is [C:10]([O:14][C:15](=[O:23])[NH:16][CH:17]1[CH2:22][CH2:21][N:20]([S:38]([C:34]2[CH:33]=[C:32]3[C:37](=[CH:36][CH:35]=2)[N:29]([C:27]([CH:24]2[CH2:25][CH2:26]2)=[O:28])[CH2:30][CH2:31]3)(=[O:39])=[O:40])[CH2:19][CH2:18]1)([CH3:13])([CH3:11])[CH3:12]. The yield is 0.730. (2) The reactants are [Br:1][C:2]1[CH:3]=[C:4]([O:12][C:13]2[CH:18]=[CH:17][C:16]([F:19])=[CH:15][CH:14]=2)[C:5]([NH:8][C:9]([NH2:11])=[S:10])=[N:6][CH:7]=1.Cl[CH2:21][C:22](=O)[CH2:23][N:24]1[CH2:29][CH2:28][N:27]([C:30]([O:32][C:33]([CH3:36])([CH3:35])[CH3:34])=[O:31])[CH2:26][C:25]1=[O:37].CCN(C(C)C)C(C)C. The catalyst is C(O)C.C(OCC)(=O)C. The product is [Br:1][C:2]1[CH:3]=[C:4]([O:12][C:13]2[CH:18]=[CH:17][C:16]([F:19])=[CH:15][CH:14]=2)[C:5]([NH:8][C:9]2[S:10][CH:21]=[C:22]([CH2:23][N:24]3[CH2:29][CH2:28][N:27]([C:30]([O:32][C:33]([CH3:35])([CH3:34])[CH3:36])=[O:31])[CH2:26][C:25]3=[O:37])[N:11]=2)=[N:6][CH:7]=1. The yield is 0.251. (3) The reactants are [CH:1]([C:4]1[CH:13]=[CH:12][CH:11]=[C:10]2[C:5]=1[CH2:6][CH2:7][C:8]([NH2:17])([C:14]([OH:16])=[O:15])[CH2:9]2)([CH3:3])[CH3:2].C(N(CC)CC)C.[C:25](=O)([O:41]N1C(=O)CCC1=O)[O:26][CH2:27][CH:28]1[C:40]2[CH:39]=[CH:38][CH:37]=[CH:36][C:35]=2[C:34]2[C:29]1=[CH:30][CH:31]=[CH:32][CH:33]=2. The catalyst is C(#N)C.O. The product is [C:25]([CH:9]1[C:10]2[C:5](=[C:4]([CH:1]([CH3:3])[CH3:2])[CH:13]=[CH:12][CH:11]=2)[CH2:6][CH2:7][C:8]1([NH2:17])[C:14]([OH:16])=[O:15])([O:26][CH2:27][CH:28]1[C:29]2[C:34](=[CH:33][CH:32]=[CH:31][CH:30]=2)[C:35]2[C:40]1=[CH:39][CH:38]=[CH:37][CH:36]=2)=[O:41]. The yield is 0.430. (4) The reactants are Cl.[NH2:2][C@H:3]1[C@@H:8]2[CH2:9][C@@H:5]([CH2:6][CH2:7]2)[C@H:4]1[C:10]([O:12][CH3:13])=[O:11].C([O-])(=O)C.[Na+].[F:19][C:20]1[CH:27]=[CH:26][C:23]([CH:24]=O)=[CH:22][CH:21]=1.C([BH3-])#N.[Na+].C(=O)(O)[O-].[Na+]. The catalyst is CO.C(OCC)(=O)C. The product is [F:19][C:20]1[CH:27]=[CH:26][C:23]([CH2:24][NH:2][C@H:3]2[C@@H:8]3[CH2:9][C@@H:5]([CH2:6][CH2:7]3)[C@H:4]2[C:10]([O:12][CH3:13])=[O:11])=[CH:22][CH:21]=1. The yield is 0.920. (5) The reactants are [NH2:1]/[CH:2]=[N:3]/[C:4]1[C:9]([C:10]#[N:11])=[C:8]([CH:12]2[CH2:17][CH2:16][CH2:15][N:14]([C:18]([O:20][C:21]([CH3:24])([CH3:23])[CH3:22])=[O:19])[CH2:13]2)[CH:7]=[C:6]([C:25]2[C:30]([O:31][CH2:32][C:33]3[CH:38]=[CH:37][C:36]([O:39][CH3:40])=[CH:35][CH:34]=3)=[CH:29][CH:28]=[CH:27][C:26]=2[O:41][CH2:42][CH:43]2[CH2:45][CH2:44]2)[N:5]=1.FC(F)(F)C(O)=O. The catalyst is CO.C1(C)C=CC=CC=1. The product is [NH2:11][C:10]1[C:9]2[C:8]([CH:12]3[CH2:17][CH2:16][CH2:15][N:14]([C:18]([O:20][C:21]([CH3:24])([CH3:23])[CH3:22])=[O:19])[CH2:13]3)=[CH:7][C:6]([C:25]3[C:30]([O:31][CH2:32][C:33]4[CH:34]=[CH:35][C:36]([O:39][CH3:40])=[CH:37][CH:38]=4)=[CH:29][CH:28]=[CH:27][C:26]=3[O:41][CH2:42][CH:43]3[CH2:44][CH2:45]3)=[N:5][C:4]=2[N:3]=[CH:2][N:1]=1. The yield is 0.150. (6) The yield is 0.630. The catalyst is CCO. The reactants are [CH3:1][C:2]1[CH:9]=[CH:8][C:5]([CH:6]=O)=[CH:4][C:3]=1[N+:10]([O-:12])=[O:11].[NH2:13][C:14]1[CH:29]=[CH:28][CH:27]=[CH:26][C:15]=1[C:16]([NH:18][C:19]1[CH:24]=[CH:23][C:22]([Cl:25])=[CH:21][CH:20]=1)=[O:17]. The product is [Cl:25][C:22]1[CH:23]=[CH:24][C:19]([N:18]2[C:16](=[O:17])[C:15]3[C:14](=[CH:29][CH:28]=[CH:27][CH:26]=3)[N:13]=[C:6]2[C:5]2[CH:8]=[CH:9][C:2]([CH3:1])=[C:3]([N+:10]([O-:12])=[O:11])[CH:4]=2)=[CH:20][CH:21]=1. (7) The catalyst is Cl.CO. The product is [NH2:7][C:8]1[CH:13]=[CH:12][CH:11]=[CH:10][C:9]=1[NH:14][C:15](=[O:54])/[CH:16]=[CH:17]/[C:18]1[CH:19]=[CH:20][C:21]([CH:24]([C:25](=[O:36])[NH:26][C:27]2[CH:32]=[CH:31][C:30]([CH:33]([CH3:34])[CH3:35])=[CH:29][CH:28]=2)[NH:37][CH2:38][CH:39]([N:41]2[CH2:42][CH2:43][O:44][CH2:45][CH2:46]2)[CH3:40])=[CH:22][CH:23]=1. The yield is 0.560. The reactants are C(OC(=O)[NH:7][C:8]1[CH:13]=[CH:12][CH:11]=[CH:10][C:9]=1[NH:14][C:15](=[O:54])/[CH:16]=[CH:17]/[C:18]1[CH:23]=[CH:22][C:21]([CH:24]([N:37](C(OC(C)(C)C)=O)[CH2:38][CH:39]([N:41]2[CH2:46][CH2:45][O:44][CH2:43][CH2:42]2)[CH3:40])[C:25](=[O:36])[NH:26][C:27]2[CH:32]=[CH:31][C:30]([CH:33]([CH3:35])[CH3:34])=[CH:29][CH:28]=2)=[CH:20][CH:19]=1)(C)(C)C.